This data is from Full USPTO retrosynthesis dataset with 1.9M reactions from patents (1976-2016). The task is: Predict the reactants needed to synthesize the given product. (1) Given the product [NH:20]1[C:24]2=[CH:25][N:26]=[C:27]([NH:29][C:2]3[C:3]4[C:10]5[CH2:11][CH2:12][C@H:13]([C:15]([O:17][CH2:18][CH3:19])=[O:16])[CH2:14][C:9]=5[S:8][C:4]=4[N:5]=[CH:6][N:7]=3)[CH:28]=[C:23]2[CH:22]=[N:21]1, predict the reactants needed to synthesize it. The reactants are: Cl[C:2]1[C:3]2[C:10]3[CH2:11][CH2:12][C@H:13]([C:15]([O:17][CH2:18][CH3:19])=[O:16])[CH2:14][C:9]=3[S:8][C:4]=2[N:5]=[CH:6][N:7]=1.[NH:20]1[C:24]2=[CH:25][N:26]=[C:27]([NH2:29])[CH:28]=[C:23]2[CH:22]=[N:21]1. (2) Given the product [CH3:3][N:4]([C:13]1[CH:14]=[CH:15][CH:16]=[C:17]2[C:21]=1[NH:20][C:19]([C:22]1[S:23][CH:24]([CH2:27][N:28]3[CH2:33][CH2:32][O:31][CH2:30][CH2:29]3)[CH2:25][N:26]=1)=[CH:18]2)[S:5]([C:8]1[S:9][CH:10]=[CH:11][CH:12]=1)(=[O:7])=[O:6], predict the reactants needed to synthesize it. The reactants are: Cl.Cl.[CH3:3][N:4]([C:13]1[CH:14]=[CH:15][CH:16]=[C:17]2[C:21]=1[NH:20][C:19]([C:22]1[S:23][CH:24]([CH2:27][N:28]3[CH2:33][CH2:32][O:31][CH2:30][CH2:29]3)[CH2:25][N:26]=1)=[CH:18]2)[S:5]([C:8]1[S:9][CH:10]=[CH:11][CH:12]=1)(=[O:7])=[O:6].[OH-].[Na+]. (3) Given the product [CH3:14][N:13]1[CH2:12][CH2:11][NH:10][CH2:9][C:8]1([CH3:16])[CH3:7], predict the reactants needed to synthesize it. The reactants are: [H-].[H-].[H-].[H-].[Li+].[Al+3].[CH3:7][C:8]1([CH3:16])[N:13]([CH3:14])[CH2:12][CH2:11][NH:10][C:9]1=O. (4) Given the product [Cl:3][C:4]1[C:5]([NH:19][C:20](=[O:28])[CH2:21][CH:22]2[CH2:27][CH2:26][CH2:25][CH2:24][CH2:23]2)=[C:6]2[C:11](=[CH:12][CH:13]=1)[N:10]=[C:9]([CH2:14][CH2:15][CH2:16][C:17]([OH:31])=[O:1])[CH:8]=[CH:7]2, predict the reactants needed to synthesize it. The reactants are: [OH-:1].[K+].[Cl:3][C:4]1[C:5]([NH:19][C:20](=[O:28])[CH2:21][CH:22]2[CH2:27][CH2:26][CH2:25][CH2:24][CH2:23]2)=[C:6]2[C:11](=[CH:12][CH:13]=1)[N:10]=[C:9]([CH2:14][CH2:15][CH2:16][C:17]#N)[CH:8]=[CH:7]2.Cl.C[OH:31]. (5) Given the product [O:11]=[C:9]1[N:8]([C@H:12]([C:14]2[CH:19]=[CH:18][C:17]([C:20]3[CH:25]=[CH:24][N:23]=[CH:22][CH:21]=3)=[CH:16][CH:15]=2)[CH3:13])[CH2:7][CH2:6][C@:5]([CH2:4][CH2:3][C:2]([NH2:32])=[O:1])([C:26]2[CH:31]=[CH:30][CH:29]=[CH:28][CH:27]=2)[O:10]1, predict the reactants needed to synthesize it. The reactants are: [OH:1][CH2:2][CH2:3][CH2:4][C@@:5]1([C:26]2[CH:31]=[CH:30][CH:29]=[CH:28][CH:27]=2)[O:10][C:9](=[O:11])[N:8]([C@H:12]([C:14]2[CH:19]=[CH:18][C:17]([C:20]3[CH:25]=[CH:24][N:23]=[CH:22][CH:21]=3)=[CH:16][CH:15]=2)[CH3:13])[CH2:7][CH2:6]1.[NH3:32]. (6) The reactants are: [CH2:1]([N:8]([CH3:20])[S:9]([C:12]1[CH:17]=[CH:16][CH:15]=[C:14]([CH:18]=O)[CH:13]=1)(=[O:11])=[O:10])[C:2]1[CH:7]=[CH:6][CH:5]=[CH:4][CH:3]=1.[C:21]([N:28]1[CH2:33][CH2:32][NH:31][CH2:30][CH2:29]1)([O:23][C:24]([CH3:27])([CH3:26])[CH3:25])=[O:22].C(O[BH-](OC(=O)C)OC(=O)C)(=O)C.[Na+]. Given the product [CH2:1]([N:8]([CH3:20])[S:9]([C:12]1[CH:13]=[C:14]([CH:15]=[CH:16][CH:17]=1)[CH2:18][N:31]1[CH2:30][CH2:29][N:28]([C:21]([O:23][C:24]([CH3:27])([CH3:26])[CH3:25])=[O:22])[CH2:33][CH2:32]1)(=[O:11])=[O:10])[C:2]1[CH:7]=[CH:6][CH:5]=[CH:4][CH:3]=1, predict the reactants needed to synthesize it.